Task: Predict the reactants needed to synthesize the given product.. Dataset: Full USPTO retrosynthesis dataset with 1.9M reactions from patents (1976-2016) (1) Given the product [CH2:1]([N:17]1[CH2:16][C:15]2([CH2:20][CH2:21][C:12]([N:11]([CH3:27])[CH3:10])([C:22]3[S:23][CH:24]=[CH:25][CH:26]=3)[CH2:13][CH2:14]2)[CH2:19][CH2:18]1)[CH2:2][CH2:3][CH3:4], predict the reactants needed to synthesize it. The reactants are: [CH:1](=O)[CH2:2][CH2:3][CH3:4].C([BH3-])#N.[Na+].[CH3:10][N:11]([CH3:27])[C:12]1([C:22]2[S:23][CH:24]=[CH:25][CH:26]=2)[CH2:21][CH2:20][C:15]2([CH2:19][CH2:18][NH:17][CH2:16]2)[CH2:14][CH2:13]1.C(O)(=O)C. (2) Given the product [N:12]1([C:10]([C:2]2[NH:1][C:9]3[C:4]([C:3]=2[S:24][C:22]2[CH:23]=[CH:18][CH:19]=[CH:20][N:21]=2)=[CH:5][CH:6]=[CH:7][CH:8]=3)=[O:11])[CH2:17][CH2:16][CH2:15][CH2:14][CH2:13]1, predict the reactants needed to synthesize it. The reactants are: [NH:1]1[C:9]2[C:4](=[CH:5][CH:6]=[CH:7][CH:8]=2)[CH:3]=[C:2]1[C:10]([N:12]1[CH2:17][CH2:16][CH2:15][CH2:14][CH2:13]1)=[O:11].[CH:18]1[CH:23]=[C:22]([S:24][S:24][C:22]2[N:21]=[CH:20][CH:19]=[CH:18][CH:23]=2)[N:21]=[CH:20][CH:19]=1.